From a dataset of Full USPTO retrosynthesis dataset with 1.9M reactions from patents (1976-2016). Predict the reactants needed to synthesize the given product. (1) Given the product [NH2:3][O:12][CH2:13][CH2:14][NH:15][C:16]([NH:18][C:19](=[O:25])[O:20][C:21]([CH3:23])([CH3:22])[CH3:24])=[O:17], predict the reactants needed to synthesize it. The reactants are: O=C1C2C(=CC=CC=2)C(=O)[N:3]1[O:12][CH2:13][CH2:14][NH:15][C:16]([NH:18][C:19](=[O:25])[O:20][C:21]([CH3:24])([CH3:23])[CH3:22])=[O:17].C(Cl)Cl.O.NN. (2) Given the product [CH:1]1([CH2:7][C:8]2[N:9]=[C:10]([C:25]([NH:27][CH2:28][C:29]([OH:32])([CH3:30])[CH3:31])=[O:26])[S:11][C:12]=2[C:13]2[CH:18]=[CH:17][C:16]([S:19](=[O:21])(=[O:22])[NH:20][CH2:33][CH3:34])=[C:15]([Cl:23])[C:14]=2[Cl:24])[CH2:2][CH2:3][CH2:4][CH2:5][CH2:6]1, predict the reactants needed to synthesize it. The reactants are: [CH:1]1([CH2:7][C:8]2[N:9]=[C:10]([C:25]([NH:27][CH2:28][C:29]([OH:32])([CH3:31])[CH3:30])=[O:26])[S:11][C:12]=2[C:13]2[CH:18]=[CH:17][C:16]([S:19](=[O:22])(=[O:21])[NH2:20])=[C:15]([Cl:23])[C:14]=2[Cl:24])[CH2:6][CH2:5][CH2:4][CH2:3][CH2:2]1.[CH3:33][CH:34]=O.[BH3-]C#N.[Na+]. (3) Given the product [N:47]([C:6]1([C:23]2[CH:28]=[CH:27][C:26]([C:29]3[CH2:33][C:32]([C:38]4[CH:43]=[C:42]([Cl:44])[C:41]([Cl:45])=[C:40]([Cl:46])[CH:39]=4)([C:34]([F:37])([F:36])[F:35])[O:31][N:30]=3)=[CH:25][CH:24]=2)[CH2:9][N:8]([CH:10]([C:17]2[CH:22]=[CH:21][CH:20]=[CH:19][CH:18]=2)[C:11]2[CH:16]=[CH:15][CH:14]=[CH:13][CH:12]=2)[CH2:7]1)=[N+:48]=[N-:49], predict the reactants needed to synthesize it. The reactants are: CS(O[C:6]1([C:23]2[CH:28]=[CH:27][C:26]([C:29]3[CH2:33][C:32]([C:38]4[CH:43]=[C:42]([Cl:44])[C:41]([Cl:45])=[C:40]([Cl:46])[CH:39]=4)([C:34]([F:37])([F:36])[F:35])[O:31][N:30]=3)=[CH:25][CH:24]=2)[CH2:9][N:8]([CH:10]([C:17]2[CH:22]=[CH:21][CH:20]=[CH:19][CH:18]=2)[C:11]2[CH:16]=[CH:15][CH:14]=[CH:13][CH:12]=2)[CH2:7]1)(=O)=O.[N-:47]=[N+:48]=[N-:49].[Na+].CS(C)=O. (4) Given the product [C:1]([O:5][C:6]([CH:7]1[CH:25]([C:21]2[CH:22]=[CH:23][CH:24]=[C:19]([Cl:18])[C:20]=2[F:36])[C:26]([C:29]2[CH:30]=[CH:31][C:45]([Cl:46])=[CH:33][CH:34]=2)([C:27]#[N:28])[CH:9]([CH2:10][CH:11]2[CH2:12][CH2:13][CH2:14][CH2:15][CH2:16]2)[NH:8]1)=[O:17])([CH3:4])([CH3:2])[CH3:3], predict the reactants needed to synthesize it. The reactants are: [C:1]([O:5][C:6](=[O:17])[CH2:7]/[N:8]=[CH:9]/[CH2:10][CH:11]1[CH2:16][CH2:15][CH2:14][CH2:13][CH2:12]1)([CH3:4])([CH3:3])[CH3:2].[Cl:18][C:19]1[C:20]([F:36])=[C:21](/[CH:25]=[C:26](/[C:29]2[CH:34]=[CH:33]C(Cl)=[CH:31][CH:30]=2)\[C:27]#[N:28])[CH:22]=[CH:23][CH:24]=1.C(N(CC)CC)C.Cl[CH2:45][Cl:46]. (5) The reactants are: [C:1]([C:3]1[CH:8]=[CH:7][C:6]([CH:9]2[C:14]([C:15]([O:17][CH2:18][CH3:19])=[O:16])=[C:13]([CH3:20])[N:12]([C:21]3[CH:26]=[CH:25][CH:24]=[C:23]([C:27]([F:30])([F:29])[F:28])[CH:22]=3)[C:11](=[S:31])[NH:10]2)=[CH:5][CH:4]=1)#[N:2].Br.Br[CH2:34][C:35]1[CH:40]=[CH:39][N:38]=[CH:37][CH:36]=1.C(=O)([O-])[O-].[K+].[K+]. Given the product [C:1]([C:3]1[CH:4]=[CH:5][C:6]([CH:9]2[C:14]([C:15]([O:17][CH2:18][CH3:19])=[O:16])=[C:13]([CH3:20])[N:12]([C:21]3[CH:26]=[CH:25][CH:24]=[C:23]([C:27]([F:30])([F:29])[F:28])[CH:22]=3)[C:11]([S:31][CH2:34][C:35]3[CH:40]=[CH:39][N:38]=[CH:37][CH:36]=3)=[N:10]2)=[CH:7][CH:8]=1)#[N:2], predict the reactants needed to synthesize it. (6) The reactants are: [Br:1][C:2]1[CH:8]=[C:7]([O:9][C:10]([F:13])([F:12])[F:11])[C:5]([NH2:6])=[C:4]([N+:14]([O-:16])=[O:15])[CH:3]=1.[C:17](=O)([O-])[O-].[Cs+].[Cs+].CI. Given the product [Br:1][C:2]1[CH:8]=[C:7]([O:9][C:10]([F:11])([F:13])[F:12])[C:5]([NH:6][CH3:17])=[C:4]([N+:14]([O-:16])=[O:15])[CH:3]=1, predict the reactants needed to synthesize it. (7) Given the product [CH3:30][C:3]1[C:2]([N:1]2[C:34](=[O:33])[C:35]3[C:36](=[CH:37][CH:38]=[CH:39][CH:40]=3)[N:31]=[CH:32]2)=[CH:7][CH:6]=[CH:5][C:4]=1[C:8]1[C:20]2[C:19]3[C:14](=[CH:15][C:16]([N:21]4[CH2:22][CH2:23][O:24][CH2:25][CH2:26]4)=[CH:17][CH:18]=3)[NH:13][C:12]=2[C:11]([C:27]([NH2:29])=[O:28])=[N:10][CH:9]=1, predict the reactants needed to synthesize it. The reactants are: [NH2:1][C:2]1[C:3]([CH3:30])=[C:4]([C:8]2[C:20]3[C:19]4[C:14](=[CH:15][C:16]([N:21]5[CH2:26][CH2:25][O:24][CH2:23][CH2:22]5)=[CH:17][CH:18]=4)[NH:13][C:12]=3[C:11]([C:27]([NH2:29])=[O:28])=[N:10][CH:9]=2)[CH:5]=[CH:6][CH:7]=1.[NH:31]1[C:36]2[CH:37]=[CH:38][CH:39]=[CH:40][C:35]=2[C:34](=O)[O:33][C:32]1=O.COC(OC)OC.O.O.O.O.O.O.[N+]([O-])([O-])=O.[La+3].[N+]([O-])([O-])=O.[N+]([O-])([O-])=O.